This data is from Full USPTO retrosynthesis dataset with 1.9M reactions from patents (1976-2016). The task is: Predict the reactants needed to synthesize the given product. (1) Given the product [F:40][C:38]1[CH:37]=[CH:36][C:35]([CH2:41][C:42]([O:44][CH3:45])=[O:43])=[C:34]([C:32]#[C:33][C:2]2[C:7]([C:8]([F:11])([F:10])[F:9])=[CH:6][N:5]=[C:4]([NH:12][C:13]3[CH:18]=[CH:17][C:16]([CH:19]4[CH2:24][CH2:23][N:22]([C:25]([O:27][C:28]([CH3:31])([CH3:30])[CH3:29])=[O:26])[CH2:21][CH2:20]4)=[CH:15][CH:14]=3)[N:3]=2)[CH:39]=1, predict the reactants needed to synthesize it. The reactants are: Cl[C:2]1[C:7]([C:8]([F:11])([F:10])[F:9])=[CH:6][N:5]=[C:4]([NH:12][C:13]2[CH:18]=[CH:17][C:16]([CH:19]3[CH2:24][CH2:23][N:22]([C:25]([O:27][C:28]([CH3:31])([CH3:30])[CH3:29])=[O:26])[CH2:21][CH2:20]3)=[CH:15][CH:14]=2)[N:3]=1.[C:32]([C:34]1[CH:39]=[C:38]([F:40])[CH:37]=[CH:36][C:35]=1[CH2:41][C:42]([O:44][CH3:45])=[O:43])#[CH:33].C1C=CC(P(C2C=CC=CC=2)C2C=CC=CC=2)=CC=1. (2) Given the product [Cl:1][C:2]1[CH:3]=[C:4]([S:9]([N:12]([C:14]2[CH:23]=[CH:22][CH:21]=[CH:20][C:15]=2[C:16]([OH:18])=[O:17])[CH3:13])(=[O:10])=[O:11])[CH:5]=[CH:6][C:7]=1[Cl:8], predict the reactants needed to synthesize it. The reactants are: [Cl:1][C:2]1[CH:3]=[C:4]([S:9]([N:12]([C:14]2[CH:23]=[CH:22][CH:21]=[CH:20][C:15]=2[C:16]([O:18]C)=[O:17])[CH3:13])(=[O:11])=[O:10])[CH:5]=[CH:6][C:7]=1[Cl:8].CO.O1CCOCC1.[OH-].[Na+]. (3) Given the product [CH2:1]([O:8][CH2:9][CH:10]1[CH2:15][CH2:14][N:13]([C:19]2[CH:20]=[N:21][CH:22]=[CH:23][C:24]=2[Cl:25])[CH2:12][C:11]1([F:17])[F:16])[C:2]1[CH:3]=[CH:4][CH:5]=[CH:6][CH:7]=1, predict the reactants needed to synthesize it. The reactants are: [CH2:1]([O:8][CH2:9][CH:10]1[CH2:15][CH2:14][NH:13][CH2:12][C:11]1([F:17])[F:16])[C:2]1[CH:7]=[CH:6][CH:5]=[CH:4][CH:3]=1.Br[C:19]1[CH:20]=[N:21][CH:22]=[CH:23][C:24]=1[Cl:25].CC1(C)C2C(=C(P(C3C=CC=CC=3)C3C=CC=CC=3)C=CC=2)OC2C(P(C3C=CC=CC=3)C3C=CC=CC=3)=CC=CC1=2.CC(C)([O-])C.[Na+]. (4) Given the product [Cl:38][CH2:31][C:28]1[CH:29]=[CH:30][C:25]([C:18]([OH:33])([C:19]2[N:23]([CH3:24])[CH:22]=[N:21][CH:20]=2)[C:15]2[CH:16]=[C:17]3[C:12](=[CH:13][CH:14]=2)[N:11]([CH3:34])[C:10](=[O:35])[CH:9]=[C:8]3[C:4]2[CH:5]=[CH:6][CH:7]=[C:2]([Cl:1])[CH:3]=2)=[CH:26][CH:27]=1, predict the reactants needed to synthesize it. The reactants are: [Cl:1][C:2]1[CH:3]=[C:4]([C:8]2[C:17]3[C:12](=[CH:13][CH:14]=[C:15]([C:18]([OH:33])([C:25]4[CH:30]=[CH:29][C:28]([CH2:31]O)=[CH:27][CH:26]=4)[C:19]4[N:23]([CH3:24])[CH:22]=[N:21][CH:20]=4)[CH:16]=3)[N:11]([CH3:34])[C:10](=[O:35])[CH:9]=2)[CH:5]=[CH:6][CH:7]=1.S(Cl)([Cl:38])=O. (5) Given the product [Cl:1][CH2:2][CH2:3][O:4][C:5]1[C:6]([O:34][CH3:35])=[CH:7][C:8]2[N:12]=[CH:11][N:10]([C:13]3[S:17][C:16]([C:18]([NH2:39])=[O:20])=[C:15]([O:21][CH2:22][C:23]4[CH:28]=[CH:27][CH:26]=[CH:25][C:24]=4[C:29]([F:31])([F:32])[F:30])[CH:14]=3)[C:9]=2[CH:33]=1, predict the reactants needed to synthesize it. The reactants are: [Cl:1][CH2:2][CH2:3][O:4][C:5]1[C:6]([O:34][CH3:35])=[CH:7][C:8]2[N:12]=[CH:11][N:10]([C:13]3[S:17][C:16]([C:18]([OH:20])=O)=[C:15]([O:21][CH2:22][C:23]4[CH:28]=[CH:27][CH:26]=[CH:25][C:24]=4[C:29]([F:32])([F:31])[F:30])[CH:14]=3)[C:9]=2[CH:33]=1.[Cl-].[NH4+].C[N:39]1CCOCC1.ON1C2C=CC=CC=2N=N1.Cl.CN(C)CCCN=C=NCC.Cl. (6) Given the product [NH2:30][C:26]1([C:23]2[CH:22]=[CH:21][C:20]([C:3]3[C:2](=[O:1])[C:11]4[C:6]([O:5][C:4]=3[C:14]3[CH:19]=[CH:18][CH:17]=[CH:16][CH:15]=3)=[C:7]([CH2:12][CH2:13][Cl:38])[N:8]=[CH:9][CH:10]=4)=[CH:25][CH:24]=2)[CH2:27][CH2:28][CH2:29]1.[ClH:38], predict the reactants needed to synthesize it. The reactants are: [O:1]=[C:2]1[C:11]2[C:6](=[C:7]([CH:12]=[CH2:13])[N:8]=[CH:9][CH:10]=2)[O:5][C:4]([C:14]2[CH:19]=[CH:18][CH:17]=[CH:16][CH:15]=2)=[C:3]1[C:20]1[CH:25]=[CH:24][C:23]([C:26]2([NH:30]C(=O)OC(C)(C)C)[CH2:29][CH2:28][CH2:27]2)=[CH:22][CH:21]=1.[ClH:38].O1CCOCC1.